Dataset: Retrosynthesis with 50K atom-mapped reactions and 10 reaction types from USPTO. Task: Predict the reactants needed to synthesize the given product. (1) Given the product Cc1nnc2n1-c1ccc(C#C[Si](C)(C)C)cc1C(c1ccccc1Cl)=NC2, predict the reactants needed to synthesize it. The reactants are: C#C[Si](C)(C)C.Cc1nnc2n1-c1ccc(I)cc1C(c1ccccc1Cl)=NC2. (2) Given the product CN1CCCC(CNCC2CCCCCCC2)C1, predict the reactants needed to synthesize it. The reactants are: CN1CCCC(C(=O)NCC2CCCCCCC2)C1. (3) The reactants are: COc1ccc(Cn2ncc3c(N)cccc32)cc1.Clc1ccnc(Cl)n1. Given the product COc1ccc(Cn2ncc3c(Nc4ccnc(Cl)n4)cccc32)cc1, predict the reactants needed to synthesize it. (4) The reactants are: CCCCOc1cc(/C=C/C(=O)OC)ccc1I.CNc1cccc(B2OC(C)(C)C(C)(C)O2)c1. Given the product CCCCOc1cc(/C=C/C(=O)OC)ccc1-c1cccc(NC)c1, predict the reactants needed to synthesize it.